Dataset: Reaction yield outcomes from USPTO patents with 853,638 reactions. Task: Predict the reaction yield, written as a fraction of the theoretical maximum amount of product (1.0 means a 100% yield; for example, 0.34 means a 34% yield). (1) The reactants are C(Cl)(=O)C1C=CC=CC=1.[NH4+].[N:11]#[C:12][S-:13].[C:14]([C:18]1[CH:19]=[C:20]([CH:22]=[CH:23][CH:24]=1)[NH2:21])([CH3:17])([CH3:16])[CH3:15]. The catalyst is CC(C)=O. The product is [C:14]([C:18]1[CH:19]=[C:20]([NH:21][C:12]([NH2:11])=[S:13])[CH:22]=[CH:23][CH:24]=1)([CH3:17])([CH3:15])[CH3:16]. The yield is 0.940. (2) The reactants are [CH3:1][CH:2]([O:4][C:5]([N:7]1[CH2:12][CH2:11][CH:10]([CH2:13][O:14][C:15]2[CH:16]=[CH:17][C:18]([C:21]3[CH:29]=[CH:28][C:24]([C:25]([OH:27])=O)=[CH:23][CH:22]=3)=[N:19][CH:20]=2)[CH2:9][CH2:8]1)=[O:6])[CH3:3].[NH:30]1[CH2:34][CH2:33][CH2:32][CH2:31]1.CN(C(ON1N=NC2C=CC=NC1=2)=[N+](C)C)C.F[P-](F)(F)(F)(F)F.C(N(C(C)C)CC)(C)C. The catalyst is CN(C=O)C. The product is [N:30]1([C:25]([C:24]2[CH:28]=[CH:29][C:21]([C:18]3[N:19]=[CH:20][C:15]([O:14][CH2:13][CH:10]4[CH2:9][CH2:8][N:7]([C:5]([O:4][CH:2]([CH3:3])[CH3:1])=[O:6])[CH2:12][CH2:11]4)=[CH:16][CH:17]=3)=[CH:22][CH:23]=2)=[O:27])[CH2:34][CH2:33][CH2:32][CH2:31]1. The yield is 0.250. (3) The reactants are I(O)(=O)(=O)=O.[I:6]I.S(=O)(=O)(O)O.[Cl:13][C:14]1[C:19]([F:20])=[CH:18][CH:17]=[C:16]([Cl:21])[C:15]=1[C@H:22]([O:24][C:25]1[C:26]([NH2:31])=[N:27][CH:28]=[CH:29][CH:30]=1)[CH3:23]. The catalyst is C(O)(=O)C.O. The product is [I:6][C:29]1[CH:30]=[C:25]([O:24][C@@H:22]([C:15]2[C:16]([Cl:21])=[CH:17][CH:18]=[C:19]([F:20])[C:14]=2[Cl:13])[CH3:23])[C:26]([NH2:31])=[N:27][CH:28]=1. The yield is 0.616. (4) The reactants are Br[C:2]1[C:3]2[S:9][CH:8]=[C:7]([Br:10])[C:4]=2[S:5][CH:6]=1.[CH3:11][O:12][C:13](=[O:46])[NH:14][C@H:15]([C:19]([N:21]1[CH2:25][CH2:24][CH2:23][C@H:22]1[C:26]1[NH:27][C:28]([C:31]2[CH:36]=[CH:35][C:34](B3OC(C)(C)C(C)(C)O3)=[CH:33][CH:32]=2)=[CH:29][N:30]=1)=[O:20])[CH:16]([CH3:18])[CH3:17].C(=O)([O-])[O-].[Na+].[Na+].C(OCC)(=O)C. The catalyst is CN(C=O)C.O.C1C=CC([P]([Pd]([P](C2C=CC=CC=2)(C2C=CC=CC=2)C2C=CC=CC=2)([P](C2C=CC=CC=2)(C2C=CC=CC=2)C2C=CC=CC=2)[P](C2C=CC=CC=2)(C2C=CC=CC=2)C2C=CC=CC=2)(C2C=CC=CC=2)C2C=CC=CC=2)=CC=1. The product is [CH3:11][O:12][C:13](=[O:46])[NH:14][C@H:15]([C:19]([N:21]1[CH2:25][CH2:24][CH2:23][C@H:22]1[C:26]1[NH:30][CH:29]=[C:28]([C:31]2[CH:32]=[CH:33][C:34]([C:2]3[C:3]4[S:9][CH:8]=[C:7]([Br:10])[C:4]=4[S:5][CH:6]=3)=[CH:35][CH:36]=2)[N:27]=1)=[O:20])[CH:16]([CH3:18])[CH3:17]. The yield is 0.740. (5) The reactants are [C:1]([C:3]1[N:7]([CH3:8])[C:6]([C:9]2[CH:10]=[C:11]3[C:15](=[CH:16][CH:17]=2)[NH:14][C:13](=[N:18][C:19]#[N:20])[C:12]23[CH2:25][CH2:24][CH2:23][CH2:22][CH2:21]2)=[CH:5][CH:4]=1)#[N:2].C(NCC)C. The catalyst is C1COCC1. The product is [CH2:6]([NH:7][CH2:3][CH3:1])[CH3:5].[C:1]([C:3]1[N:7]([CH3:8])[C:6]([C:9]2[CH:10]=[C:11]3[C:15](=[CH:16][CH:17]=2)[NH:14][C:13](=[N:18][C:19]#[N:20])[C:12]23[CH2:25][CH2:24][CH2:23][CH2:22][CH2:21]2)=[CH:5][CH:4]=1)#[N:2]. The yield is 0.900. (6) The reactants are [Cl:1][C:2]1[CH:10]=[C:9]2[C:5]([CH:6]=[C:7]([C:11]([N:13]3[CH2:18][CH2:17][NH:16][CH2:15][CH2:14]3)=[O:12])[NH:8]2)=[CH:4][C:3]=1[O:19][CH:20]1[CH2:25][CH2:24][N:23]([CH:26]([CH3:28])[CH3:27])[CH2:22][CH2:21]1.C(=O)([O-])[O-].[Cs+].[Cs+].[CH:35]1([C:38](Cl)=[O:39])[CH2:37][CH2:36]1. The catalyst is C(#N)C. The product is [Cl:1][C:2]1[CH:10]=[C:9]2[C:5]([CH:6]=[C:7]([C:11]([N:13]3[CH2:18][CH2:17][N:16]([C:38]([CH:35]4[CH2:37][CH2:36]4)=[O:39])[CH2:15][CH2:14]3)=[O:12])[NH:8]2)=[CH:4][C:3]=1[O:19][CH:20]1[CH2:21][CH2:22][N:23]([CH:26]([CH3:28])[CH3:27])[CH2:24][CH2:25]1. The yield is 0.460.